From a dataset of Reaction yield outcomes from USPTO patents with 853,638 reactions. Predict the reaction yield, written as a fraction of the theoretical maximum amount of product (1.0 means a 100% yield; for example, 0.34 means a 34% yield). (1) The reactants are [CH3:1][O:2][C:3]1[N:8]=[CH:7][C:6](B(O)O)=[CH:5][N:4]=1.[CH2:12]([N:19]([CH2:31][C:32]1[CH:37]=[CH:36][CH:35]=[CH:34][CH:33]=1)[C@@H:20]1[CH2:29][CH2:28][C:27]2[C:22](=[C:23](Br)[CH:24]=[CH:25][CH:26]=2)[CH2:21]1)[C:13]1[CH:18]=[CH:17][CH:16]=[CH:15][CH:14]=1. The product is [CH2:31]([N:19]([CH2:12][C:13]1[CH:18]=[CH:17][CH:16]=[CH:15][CH:14]=1)[C@@H:20]1[CH2:29][CH2:28][C:27]2[C:22](=[C:23]([C:6]3[CH:5]=[N:4][C:3]([O:2][CH3:1])=[N:8][CH:7]=3)[CH:24]=[CH:25][CH:26]=2)[CH2:21]1)[C:32]1[CH:33]=[CH:34][CH:35]=[CH:36][CH:37]=1. The yield is 0.630. No catalyst specified. (2) The catalyst is CCO. The yield is 0.870. The reactants are [CH3:1][N:2]([C@@H:9]([C:11]1[O:12][C:13]2[CH:20]=[CH:19][CH:18]=[CH:17][C:14]=2[C:15]=1[CH3:16])[CH3:10])[S@@](C(C)(C)C)=O.C(O)(C(F)(F)F)=O. The product is [CH3:1][NH:2][C@@H:9]([C:11]1[O:12][C:13]2[CH:20]=[CH:19][CH:18]=[CH:17][C:14]=2[C:15]=1[CH3:16])[CH3:10]. (3) The reactants are [CH3:1][C:2]1[CH:7]=[CH:6][C:5](Cl)=[CH:4][CH:3]=1.P.C([O-])([O-])=O.[Cs+].[Cs+].[CH3:16][C:17]([CH3:19])=[O:18]. The catalyst is C(Cl)C=CC1C=CC=CC=1.[Pd]. The product is [C:2]1([CH3:1])[CH:7]=[CH:6][C:5]([CH2:16][C:17](=[O:18])[CH3:19])=[CH:4][CH:3]=1. The yield is 0.680. (4) The reactants are [C:1]1([N:7]2[C:12](=[O:13])[C:11]3[S:14][CH:15]=[C:16]([C:17]4[CH:22]=[CH:21][CH:20]=[CH:19][CH:18]=4)[C:10]=3[N:9]=[CH:8]2)[CH:6]=[CH:5][CH:4]=[CH:3][CH:2]=1.NC1C(C2C=CC=CC=2C)=CSC=1[C:36](OC)=[O:37].[CH:40](OCC)(OCC)OCC.COC1C=CC(N)=CC=1. The catalyst is C(O)(=O)C. The product is [CH3:36][O:37][C:4]1[CH:5]=[CH:6][C:1]([N:7]2[C:12](=[O:13])[C:11]3[S:14][CH:15]=[C:16]([C:17]4[CH:18]=[CH:19][CH:20]=[CH:21][C:22]=4[CH3:40])[C:10]=3[N:9]=[CH:8]2)=[CH:2][CH:3]=1. The yield is 0.600. (5) The reactants are [NH2:1][C:2]1[N:10]=[C:9]([O:11][CH2:12][CH2:13][O:14][CH3:15])[N:8]=[C:7]2[C:3]=1[N:4]=[C:5](Br)[N:6]2[CH2:16][C:17]1[CH:18]=[C:19]([CH2:23][OH:24])[CH:20]=[CH:21][CH:22]=1.[CH3:26][O-:27].[Na+]. The catalyst is CO. The product is [NH2:1][C:2]1[N:10]=[C:9]([O:11][CH2:12][CH2:13][O:14][CH3:15])[N:8]=[C:7]2[C:3]=1[N:4]=[C:5]([O:27][CH3:26])[N:6]2[CH2:16][C:17]1[CH:18]=[C:19]([CH2:23][OH:24])[CH:20]=[CH:21][CH:22]=1. The yield is 0.760. (6) The product is [F:20][C:17]([F:18])([F:19])[C:15]1[CH:14]=[CH:13][N:12]=[C:11]([CH2:3][C:1]#[N:2])[N:16]=1. The yield is 1.00. The reactants are [C:1]([C:3](=[C:11]1[N:16]=[C:15]([C:17]([F:20])([F:19])[F:18])[CH:14]=[CH:13][NH:12]1)C(OC(C)(C)C)=O)#[N:2].O1CCOCC1. The catalyst is Cl. (7) The reactants are C([O:8][CH2:9][CH:10]1[O:15][CH2:14][C:13]([CH3:17])([CH3:16])[CH2:12][O:11]1)C1C=CC=CC=1.[H][H]. The catalyst is [OH-].[Pd+2].[OH-].C(OCC)(=O)C. The product is [CH3:16][C:13]1([CH3:17])[CH2:14][O:15][CH:10]([CH2:9][OH:8])[O:11][CH2:12]1. The yield is 0.850.